This data is from Reaction yield outcomes from USPTO patents with 853,638 reactions. The task is: Predict the reaction yield, written as a fraction of the theoretical maximum amount of product (1.0 means a 100% yield; for example, 0.34 means a 34% yield). (1) The reactants are [CH2:1]([SH:4])[CH2:2][CH3:3].[H-].[Na+].Cl[C:8]1[C:13]([Cl:14])=[CH:12][C:11]([C:15]([F:18])([F:17])[F:16])=[CH:10][N:9]=1. The catalyst is C1COCC1. The product is [Cl:14][C:13]1[C:8]([S:4][CH2:1][CH2:2][CH3:3])=[N:9][CH:10]=[C:11]([C:15]([F:18])([F:17])[F:16])[CH:12]=1. The yield is 0.994. (2) The reactants are [ClH:1].Cl.[CH2:3]([N:12]1[CH2:17][CH2:16][NH:15][CH2:14][CH2:13]1)[C:4]([C:6]1[CH:11]=[CH:10][CH:9]=[CH:8][CH:7]=1)=[O:5].[Cl:18][CH:19]([C:21]1[CH:26]=[CH:25][C:24]([F:27])=[CH:23][CH:22]=1)[CH3:20].C([O-])([O-])=O.[K+].[K+]. The catalyst is CC(C)=O. The product is [ClH:18].[ClH:1].[F:27][C:24]1[CH:25]=[CH:26][C:21]([CH:19]([N:15]2[CH2:16][CH2:17][N:12]([CH2:3][C:4]([C:6]3[CH:7]=[CH:8][CH:9]=[CH:10][CH:11]=3)=[O:5])[CH2:13][CH2:14]2)[CH3:20])=[CH:22][CH:23]=1. The yield is 0.610. (3) The reactants are [F:1][C:2]([F:21])([F:20])[C:3]1[CH:8]=[CH:7][CH:6]=[CH:5][C:4]=1[C:9]1[O:10][C:11](=[O:19])[C:12]2[CH:18]=[CH:17][CH:16]=[N:15][C:13]=2[N:14]=1.[OH-].[NH4+:23]. No catalyst specified. The product is [F:1][C:2]([F:21])([F:20])[C:3]1[CH:8]=[CH:7][CH:6]=[CH:5][C:4]=1[C:9]([NH:14][C:13]1[N:15]=[CH:16][CH:17]=[CH:18][C:12]=1[C:11]([NH2:23])=[O:19])=[O:10]. The yield is 0.330.